Task: Predict which catalyst facilitates the given reaction.. Dataset: Catalyst prediction with 721,799 reactions and 888 catalyst types from USPTO (1) Reactant: Cl.[CH:2]1([N:5]([CH:19]2[CH2:24][CH2:23][NH:22][CH2:21][CH2:20]2)[C:6](=[O:18])[C:7]2[CH:12]=[CH:11][C:10]([C:13]3[O:17][CH:16]=[N:15][CH:14]=3)=[CH:9][CH:8]=2)[CH2:4][CH2:3]1.Cl[C:26]1[N:31]=[CH:30][C:29]([O:32][CH:33]([CH3:35])[CH3:34])=[CH:28][N:27]=1. The catalyst class is: 60. Product: [CH:2]1([N:5]([CH:19]2[CH2:24][CH2:23][N:22]([C:26]3[N:31]=[CH:30][C:29]([O:32][CH:33]([CH3:35])[CH3:34])=[CH:28][N:27]=3)[CH2:21][CH2:20]2)[C:6](=[O:18])[C:7]2[CH:8]=[CH:9][C:10]([C:13]3[O:17][CH:16]=[N:15][CH:14]=3)=[CH:11][CH:12]=2)[CH2:4][CH2:3]1. (2) Reactant: [Br:1][C:2]1[CH:3]=[C:4]([NH:8][C@H:9]([C:12]2[CH:17]=[CH:16][CH:15]=[CH:14][CH:13]=2)[CH2:10][NH2:11])[CH:5]=[N:6][CH:7]=1.[CH:18]1([C:24](Cl)=[O:25])[CH2:23][CH2:22][CH2:21][CH2:20][CH2:19]1. Product: [Br:1][C:2]1[CH:3]=[C:4]([NH:8][C@H:9]([C:12]2[CH:17]=[CH:16][CH:15]=[CH:14][CH:13]=2)[CH2:10][NH:11][C:24]([CH:18]2[CH2:23][CH2:22][CH2:21][CH2:20][CH2:19]2)=[O:25])[CH:5]=[N:6][CH:7]=1. The catalyst class is: 46.